From a dataset of Reaction yield outcomes from USPTO patents with 853,638 reactions. Predict the reaction yield, written as a fraction of the theoretical maximum amount of product (1.0 means a 100% yield; for example, 0.34 means a 34% yield). (1) The reactants are [Br:1][C:2]1[CH:3]=[C:4]([CH:8]=[C:9]([F:12])[C:10]=1[F:11])[C:5]([OH:7])=O.[NH:13]1[CH2:18][CH2:17][CH2:16][CH2:15][CH2:14]1.CN(C(ON1N=NC2C=CC=NC1=2)=[N+](C)C)C.F[P-](F)(F)(F)(F)F.CCN(C(C)C)C(C)C.C([O-])(O)=O.[Na+]. The catalyst is CN(C=O)C.CCOC(C)=O. The product is [Br:1][C:2]1[CH:3]=[C:4]([C:5]([N:13]2[CH2:18][CH2:17][CH2:16][CH2:15][CH2:14]2)=[O:7])[CH:8]=[C:9]([F:12])[C:10]=1[F:11]. The yield is 0.846. (2) The yield is 0.860. The catalyst is C(Cl)Cl. The reactants are CC(OI1(OC(C)=O)(OC(C)=O)OC(=O)C2C=CC=CC1=2)=O.[CH2:23]([O:30][C@@H:31]1[C@@H:35]([CH2:36][O:37][CH2:38][C:39]2[CH:44]=[CH:43][CH:42]=[CH:41][CH:40]=2)[O:34][C@H:33]([O:45][CH3:46])[C@@H:32]1[OH:47])[C:24]1[CH:29]=[CH:28][CH:27]=[CH:26][CH:25]=1. The product is [CH2:23]([O:30][C@@H:31]1[C@@H:35]([CH2:36][O:37][CH2:38][C:39]2[CH:44]=[CH:43][CH:42]=[CH:41][CH:40]=2)[O:34][C@H:33]([O:45][CH3:46])[C:32]1=[O:47])[C:24]1[CH:25]=[CH:26][CH:27]=[CH:28][CH:29]=1. (3) The reactants are [CH2:1]([CH:3]1[C:12]2[C:7](=[C:8]([CH3:14])[CH:9]=[CH:10][C:11]=2[CH3:13])[S:6][CH2:5][CH2:4]1)[CH3:2].[Cl-].[Al+3].[Cl-].[Cl-].[C:19](Cl)(=[O:21])[CH3:20].Cl. The product is [C:19]([C:10]1[C:11]([CH3:13])=[C:12]2[C:7](=[C:8]([CH3:14])[CH:9]=1)[S:6][CH2:5][CH2:4][CH:3]2[CH2:1][CH3:2])(=[O:21])[CH3:20]. The yield is 0.720. The catalyst is ClCCl. (4) The catalyst is ClCCl. The reactants are [CH3:1][C:2]1([CH3:16])[C:6]2[CH:7]=[C:8]([CH:11](O)[CH:12]([CH3:14])[CH3:13])[CH:9]=[CH:10][C:5]=2[O:4][CH2:3]1.C([SiH](CC)CC)C.FC(F)(F)C(O)=O.O. The yield is 0.870. The product is [CH2:11]([C:8]1[CH:9]=[CH:10][C:5]2[O:4][CH2:3][C:2]([CH3:1])([CH3:16])[C:6]=2[CH:7]=1)[CH:12]([CH3:14])[CH3:13]. (5) The reactants are [OH:1][C:2]1[C:3]([N+:14]([O-:16])=[O:15])=[C:4]([CH:10]=[CH:11][C:12]=1[OH:13])[C:5]([O:7][CH2:8][CH3:9])=[O:6].Br[CH2:18][CH2:19]Br.C(=O)([O-])[O-].[K+].[K+]. The catalyst is CN(C=O)C. The product is [N+:14]([C:3]1[C:2]2[O:1][CH2:19][CH2:18][O:13][C:12]=2[CH:11]=[CH:10][C:4]=1[C:5]([O:7][CH2:8][CH3:9])=[O:6])([O-:16])=[O:15]. The yield is 0.780.